Dataset: Forward reaction prediction with 1.9M reactions from USPTO patents (1976-2016). Task: Predict the product of the given reaction. Given the reactants C(OC(=O)[NH:7][CH:8]([C:10](=O)[CH2:11][C:12]1[CH:17]=[CH:16][CH:15]=[C:14]([CH3:18])[C:13]=1[C:19](=[O:27])[NH:20][C:21]1[CH:26]=[CH:25][CH:24]=[CH:23][CH:22]=1)[CH3:9])(C)(C)C, predict the reaction product. The product is: [NH2:7][C@H:8]([C:10]1[N:20]([C:21]2[CH:26]=[CH:25][CH:24]=[CH:23][CH:22]=2)[C:19](=[O:27])[C:13]2[C:12]([CH:11]=1)=[CH:17][CH:16]=[CH:15][C:14]=2[CH3:18])[CH3:9].